Dataset: Forward reaction prediction with 1.9M reactions from USPTO patents (1976-2016). Task: Predict the product of the given reaction. The product is: [OH:18][C@H:19]1[CH2:23][N:22]([C:24]([O:26][C:27]([CH3:28])([CH3:29])[CH3:30])=[O:25])[C@@H:21]([CH2:31][O:32][CH3:33])[CH2:20]1. Given the reactants [Si]([O:18][C@H:19]1[CH2:23][N:22]([C:24]([O:26][C:27]([CH3:30])([CH3:29])[CH3:28])=[O:25])[C@@H:21]([CH2:31][O:32][CH3:33])[CH2:20]1)(C(C)(C)C)(C1C=CC=CC=1)C1C=CC=CC=1.[F-].C([N+](CCCC)(CCCC)CCCC)CCC, predict the reaction product.